From a dataset of Forward reaction prediction with 1.9M reactions from USPTO patents (1976-2016). Predict the product of the given reaction. (1) Given the reactants S(Cl)([Cl:3])=O.[CH3:5][C:6]1[C:11]([CH3:12])=[C:10]([NH:13][CH2:14][CH2:15][CH2:16]O)[C:9]([N+:18]([O-:20])=[O:19])=[C:8]([O:21][C:22]2[CH:27]=[CH:26][CH:25]=[CH:24][CH:23]=2)[N:7]=1, predict the reaction product. The product is: [ClH:3].[Cl:3][CH2:16][CH2:15][CH2:14][NH:13][C:10]1[C:9]([N+:18]([O-:20])=[O:19])=[C:8]([O:21][C:22]2[CH:27]=[CH:26][CH:25]=[CH:24][CH:23]=2)[N:7]=[C:6]([CH3:5])[C:11]=1[CH3:12]. (2) Given the reactants [CH:1]1([C:4]2[C:5]([N:24]([C:29]3[CH:30]=[CH:31][C:32]([N+:39]([O-:41])=[O:40])=[C:33]([CH2:35][C:36]([OH:38])=[O:37])[CH:34]=3)[S:25]([CH3:28])(=[O:27])=[O:26])=[CH:6][C:7]3[O:11][C:10]([C:12]4[CH:17]=[CH:16][C:15]([F:18])=[CH:14][CH:13]=4)=[C:9]([C:19](=[O:22])[NH:20][CH3:21])[C:8]=3[CH:23]=2)[CH2:3][CH2:2]1.[Si](C=[N+]=[N-])(C)(C)[CH3:43].CCCCCC, predict the reaction product. The product is: [CH:1]1([C:4]2[C:5]([N:24]([C:29]3[CH:30]=[CH:31][C:32]([N+:39]([O-:41])=[O:40])=[C:33]([CH2:35][C:36]([O:38][CH3:43])=[O:37])[CH:34]=3)[S:25]([CH3:28])(=[O:27])=[O:26])=[CH:6][C:7]3[O:11][C:10]([C:12]4[CH:17]=[CH:16][C:15]([F:18])=[CH:14][CH:13]=4)=[C:9]([C:19](=[O:22])[NH:20][CH3:21])[C:8]=3[CH:23]=2)[CH2:3][CH2:2]1. (3) Given the reactants [Cl:1][C:2]1[CH:3]=[C:4]([CH:8]=[CH:9][C:10]=1[C:11]([N:13]1[CH2:17][CH:16]=[CH:15][CH2:14]1)=[O:12])[C:5]([OH:7])=O.CN(C(ON1N=NC2C=CC=CC1=2)=[N+](C)C)C.[B-](F)(F)(F)F.C(N(C(C)C)CC)(C)C.[Cl:49][C:50]1[CH:61]=[CH:60][C:53]2[NH:54][C:55]([C@@H:57]([NH2:59])[CH3:58])=[N:56][C:52]=2[CH:51]=1.ClCl, predict the reaction product. The product is: [Cl:1][C:2]1[CH:3]=[C:4]([CH:8]=[CH:9][C:10]=1[C:11]([N:13]1[CH2:17][CH:16]=[CH:15][CH2:14]1)=[O:12])[C:5]([NH:59][C@H:57]([C:55]1[NH:54][C:53]2[CH:60]=[CH:61][C:50]([Cl:49])=[CH:51][C:52]=2[N:56]=1)[CH3:58])=[O:7].